Dataset: Reaction yield outcomes from USPTO patents with 853,638 reactions. Task: Predict the reaction yield, written as a fraction of the theoretical maximum amount of product (1.0 means a 100% yield; for example, 0.34 means a 34% yield). (1) The product is [CH2:19]([N:8]([CH2:1][C:2]1[CH:3]=[CH:4][CH:5]=[CH:6][CH:7]=1)[C@@H:9]([C@H:15]([OH:18])[CH:16]([CH3:30])[CH3:17])[C:10]([O:12][CH2:13][CH3:14])=[O:11])[C:20]1[CH:21]=[CH:22][CH:23]=[CH:24][CH:25]=1. The catalyst is O. The reactants are [CH2:1]([N:8]([CH2:19][C:20]1[CH:25]=[CH:24][CH:23]=[CH:22][CH:21]=1)[C@@H:9]([C:15](=[O:18])[CH2:16][CH3:17])[C:10]([O:12][CH2:13][CH3:14])=[O:11])[C:2]1[CH:7]=[CH:6][CH:5]=[CH:4][CH:3]=1.[NH4+].[Cl-].[BH4-].[Na+].[CH3:30]CO. The yield is 0.480. (2) The reactants are [CH2:1]([N:5]1[CH:9]=[CH:8][N:7]=[CH:6]1)[CH2:2][CH2:3][CH3:4].[Br:10][CH2:11][CH2:12][CH2:13][CH2:14][CH2:15][CH2:16][CH2:17][CH2:18][CH2:19][CH3:20]. The catalyst is C1(C)C=CC=CC=1. The product is [Br-:10].[CH2:1]([N+:5]1[CH:9]=[CH:8][N:7]([CH2:11][CH2:12][CH2:13][CH2:14][CH2:15][CH2:16][CH2:17][CH2:18][CH2:19][CH3:20])[CH:6]=1)[CH2:2][CH2:3][CH3:4]. The yield is 0.900. (3) The reactants are Cl.C(N=C=NCCCN(C)C)C.Cl.C[O:15][C:16]([C:18]1([NH2:24])[CH2:23][CH2:22][CH2:21][CH2:20][CH2:19]1)=[O:17].ON1C2C=CC=CC=2N=N1.[CH2:35]([O:37][C:38]1[CH:42]=[CH:41][S:40][C:39]=1[C:43](O)=[O:44])[CH3:36].C(N(C(C)C)CC)(C)C. The catalyst is C(Cl)Cl. The product is [CH2:35]([O:37][C:38]1[CH:42]=[CH:41][S:40][C:39]=1[C:43]([NH:24][C:18]1([C:16]([OH:15])=[O:17])[CH2:23][CH2:22][CH2:21][CH2:20][CH2:19]1)=[O:44])[CH3:36]. The yield is 0.730. (4) The reactants are BrC1C=C(N2C3=NC=CC(C4C=NC5C(C=4)=CC=CC=5)=C3C(C)=C2)C=CC=1C#N.C([O:33]CCCN)(C)C.[CH:38]([O:41][CH2:42][CH2:43][CH2:44][NH:45][C:46]1[CH:53]=[C:52]([N:54]2[C:58]3=[N:59][CH:60]=[CH:61][C:62]([C:63]4[CH:64]=[N:65][C:66]5[C:71]([CH:72]=4)=[CH:70][CH:69]=[CH:68][CH:67]=5)=[C:57]3[C:56]([CH3:73])=[CH:55]2)[CH:51]=[CH:50][C:47]=1[C:48]#[N:49])([CH3:40])[CH3:39]. No catalyst specified. The product is [CH:38]([O:41][CH2:42][CH2:43][CH2:44][NH:45][C:46]1[CH:53]=[C:52]([N:54]2[C:58]3=[N:59][CH:60]=[CH:61][C:62]([C:63]4[CH:64]=[N:65][C:66]5[C:71]([CH:72]=4)=[CH:70][CH:69]=[CH:68][CH:67]=5)=[C:57]3[C:56]([CH3:73])=[CH:55]2)[CH:51]=[CH:50][C:47]=1[C:48]([NH2:49])=[O:33])([CH3:39])[CH3:40]. The yield is 0.380.